This data is from Catalyst prediction with 721,799 reactions and 888 catalyst types from USPTO. The task is: Predict which catalyst facilitates the given reaction. Reactant: [Br:1][C:2]1[CH:3]=[CH:4][C:5]([C:8](=[O:18])[C@H:9]([O:11]C2CCCCO2)[CH3:10])=[N:6][CH:7]=1.CS(O)(=O)=O. Product: [Br:1][C:2]1[CH:3]=[CH:4][C:5]([C:8](=[O:18])[C@H:9]([OH:11])[CH3:10])=[N:6][CH:7]=1. The catalyst class is: 32.